The task is: Binary Classification. Given a drug SMILES string, predict its activity (active/inactive) in a high-throughput screening assay against a specified biological target.. This data is from HIV replication inhibition screening data with 41,000+ compounds from the AIDS Antiviral Screen. (1) The compound is O=[N+]([O-])c1ccc(-n2nnc(C3=NCCCN3)c2-c2ccc(Cl)cc2)cc1. The result is 0 (inactive). (2) The drug is Cc1cc(Cl)c2c(c1)C(=O)C(=Cc1ccc(Cl)cc1)O2. The result is 0 (inactive). (3) The molecule is Cn1ncc2c(c1=O)Nc1ccccc1S2(=O)=O. The result is 0 (inactive). (4) The molecule is COc1ccc(Br)c2c1CC(C(=O)O)CC2. The result is 0 (inactive). (5) The compound is COC(=O)C(Cc1cccc(O)c1)NC(=O)C(CC(=O)OCc1ccccc1)NC(=O)OCc1ccccc1. The result is 0 (inactive). (6) The drug is O=C1C=C(c2ccccc2)OC1(Cl)c1ccccc1. The result is 0 (inactive). (7) The drug is O=c1c(=Cc2ccc(Cl)cc2Cl)sc2nc3ccccc3n12. The result is 0 (inactive).